Dataset: Reaction yield outcomes from USPTO patents with 853,638 reactions. Task: Predict the reaction yield, written as a fraction of the theoretical maximum amount of product (1.0 means a 100% yield; for example, 0.34 means a 34% yield). (1) The reactants are [C:1](Cl)(=[O:5])[CH:2]([CH3:4])[CH3:3].[NH2:7][C@@H:8]1[CH2:13][CH2:12][C@H:11]([NH:14][C:15](=[O:21])[O:16][C:17]([CH3:20])([CH3:19])[CH3:18])[CH2:10][CH2:9]1.C(N(CC)C(C)C)(C)C. The catalyst is ClCCl.C(OCC)(=O)C. The product is [C:1]([NH:7][C@@H:8]1[CH2:13][CH2:12][C@H:11]([NH:14][C:15](=[O:21])[O:16][C:17]([CH3:19])([CH3:18])[CH3:20])[CH2:10][CH2:9]1)(=[O:5])[CH:2]([CH3:4])[CH3:3]. The yield is 0.980. (2) The reactants are Cl[C:2]1[C:7]([C:8]([O:10][CH2:11][CH3:12])=[O:9])=[CH:6][N:5]=[C:4]([S:13][CH3:14])[N:3]=1.Cl.[Cl:16][C:17]1[CH:18]=[C:19]([CH:22]=[CH:23][C:24]=1[O:25][CH3:26])[CH2:20][NH2:21].C(N(CC)CC)C. The catalyst is C(Cl)Cl. The product is [Cl:16][C:17]1[CH:18]=[C:19]([CH:22]=[CH:23][C:24]=1[O:25][CH3:26])[CH2:20][NH:21][C:2]1[C:7]([C:8]([O:10][CH2:11][CH3:12])=[O:9])=[CH:6][N:5]=[C:4]([S:13][CH3:14])[N:3]=1. The yield is 0.760. (3) The reactants are C(OC(N(C)[C@@H](C)C(N[C@@H](C(C)(C)C)C(N1[C@H](C(=O)N[C@H]2C3C(=CC=CC=3)CCC2)CC2C(=CC(C(O)=O)=CC=2)C1)=O)=O)=O)(C)(C)C.[C:48]([O:52][C:53]([N:55]1[C@H:59]([C:60](=[O:72])[NH:61][C@H:62]2[C:71]3[C:66](=[CH:67][CH:68]=[CH:69][CH:70]=3)[CH2:65][CH2:64][CH2:63]2)[CH2:58][C@H:57]([C:73]2[CH:82]=[C:81]3[C:76]([CH2:77][C@@H:78]([C:90]([O:92]C)=[O:91])[N:79]([C:83]([O:85][C:86]([CH3:89])([CH3:88])[CH3:87])=[O:84])[CH2:80]3)=[CH:75][CH:74]=2)[CH2:56]1)=[O:54])([CH3:51])([CH3:50])[CH3:49]. No catalyst specified. The product is [C:86]([O:85][C:83]([N:79]1[C@H:78]([C:90]([OH:92])=[O:91])[CH2:77][C:76]2[C:81](=[CH:82][C:73]([C@H:57]3[CH2:58][C@@H:59]([C:60](=[O:72])[NH:61][C@H:62]4[C:71]5[C:66](=[CH:67][CH:68]=[CH:69][CH:70]=5)[CH2:65][CH2:64][CH2:63]4)[N:55]([C:53]([O:52][C:48]([CH3:51])([CH3:50])[CH3:49])=[O:54])[CH2:56]3)=[CH:74][CH:75]=2)[CH2:80]1)=[O:84])([CH3:89])([CH3:88])[CH3:87]. The yield is 0.940.